From a dataset of Forward reaction prediction with 1.9M reactions from USPTO patents (1976-2016). Predict the product of the given reaction. (1) Given the reactants [CH:1](=O)[CH2:2][CH3:3].[CH3:5][C:6]([S@:9]([NH2:11])=[O:10])([CH3:8])[CH3:7], predict the reaction product. The product is: [CH3:5][C:6]([S@:9](/[N:11]=[CH:1]/[CH2:2][CH3:3])=[O:10])([CH3:8])[CH3:7]. (2) Given the reactants [CH3:1][C:2]1[N:3]([C:8]2[N:13]=[CH:12][C:11]([C:14]([C:16]3[CH:21]=[CH:20][C:19]([O:22][CH3:23])=[CH:18][CH:17]=3)=[O:15])=[CH:10][CH:9]=2)[C:4]([CH3:7])=[CH:5][CH:6]=1.[CH:24]([Mg]Cl)([CH3:26])[CH3:25].O, predict the reaction product. The product is: [CH3:7][C:4]1[N:3]([C:8]2[N:13]=[CH:12][C:11]([C:14]([C:16]3[CH:21]=[CH:20][C:19]([O:22][CH3:23])=[CH:18][CH:17]=3)([OH:15])[CH:24]([CH3:26])[CH3:25])=[CH:10][CH:9]=2)[C:2]([CH3:1])=[CH:6][CH:5]=1. (3) Given the reactants F[C:2](F)(F)[C:3](O)=[O:4].C1(CNC([C:18]2[CH:35]=[CH:34][C:21]3[NH:22][C:23]([C:25]4[C:33]5[C:28](=CC=CC=5)[NH:27][N:26]=4)=[N:24][C:20]=3[CH:19]=2)=O)CCCCC1, predict the reaction product. The product is: [CH2:3]([O:4][C:28]1[NH:27][N:26]=[C:25]([C:23]2[NH:22][C:21]3[CH:34]=[CH:35][CH:18]=[CH:19][C:20]=3[N:24]=2)[CH:33]=1)[CH3:2]. (4) Given the reactants [CH:1]1([NH:6][C:7]2[CH:12]=[CH:11][N:10]3[N:13]=[C:14]([C:28]4[CH:33]=[CH:32][C:31]([F:34])=[CH:30][CH:29]=4)[C:15]([C:16]4[CH:21]=[CH:20][N:19]=[C:18]([NH:22][CH:23]5[CH2:27][CH2:26][CH2:25][CH2:24]5)[N:17]=4)=[C:9]3[CH:8]=2)[CH2:5][CH2:4][CH2:3][CH2:2]1.C([Li])CCC.C(Cl)(Cl)(Cl)[Cl:41], predict the reaction product. The product is: [Cl:41][C:11]1[N:10]2[N:13]=[C:14]([C:28]3[CH:29]=[CH:30][C:31]([F:34])=[CH:32][CH:33]=3)[C:15]([C:16]3[CH:21]=[CH:20][N:19]=[C:18]([NH:22][CH:23]4[CH2:24][CH2:25][CH2:26][CH2:27]4)[N:17]=3)=[C:9]2[CH:8]=[C:7]([NH:6][CH:1]2[CH2:2][CH2:3][CH2:4][CH2:5]2)[CH:12]=1. (5) Given the reactants [CH2:1]([O:3][C:4]([C:6]1[C:15](=[O:16])[C:14]2[C:9](=[CH:10][CH:11]=[C:12]([C:17]#[C:18][CH2:19][NH:20][C:21]([O:23][C:24]([CH3:27])([CH3:26])[CH3:25])=[O:22])[CH:13]=2)[N:8]([CH2:28][CH3:29])[CH:7]=1)=[O:5])[CH3:2], predict the reaction product. The product is: [CH2:1]([O:3][C:4]([C:6]1[C:15](=[O:16])[C:14]2[C:9](=[CH:10][CH:11]=[C:12]([CH2:17][CH2:18][CH2:19][NH:20][C:21]([O:23][C:24]([CH3:27])([CH3:26])[CH3:25])=[O:22])[CH:13]=2)[N:8]([CH2:28][CH3:29])[CH:7]=1)=[O:5])[CH3:2].